Dataset: Forward reaction prediction with 1.9M reactions from USPTO patents (1976-2016). Task: Predict the product of the given reaction. (1) Given the reactants Br[C:2]1[CH:10]=[C:9]2[C:5]([CH:6]=[CH:7][N:8]2[CH3:11])=[C:4]([CH2:12][N:13]2[C:17]3[CH:18]=[CH:19][CH:20]=[CH:21][C:16]=3[N:15]([CH:22]([CH2:27][CH2:28][CH3:29])[CH2:23][C:24]([OH:26])=[O:25])[C:14]2=[O:30])[CH:3]=1.C([O-])=[O:32].[NH4+], predict the reaction product. The product is: [CH3:11][N:8]1[C:9]2[C:5](=[C:4]([CH2:12][N:13]3[C:17]4[CH:18]=[CH:19][CH:20]=[CH:21][C:16]=4[N:15]([CH:22]([CH2:27][CH2:28][CH3:29])[CH2:23][C:24]([OH:26])=[O:25])[C:14]3=[O:30])[CH:3]=[CH:2][CH:10]=2)[CH2:6][C:7]1=[O:32]. (2) Given the reactants [F:1][C:2]1[CH:37]=[CH:36][CH:35]=[CH:34][C:3]=1[CH2:4][NH:5][C:6](=[O:33])[CH2:7][CH:8]1[N:14]([C:15](=O)[C:16]2[CH:21]=[CH:20][N:19]=[CH:18][CH:17]=2)[CH2:13][C:12]2[CH:23]=[CH:24][CH:25]=[CH:26][C:11]=2[N:10]([CH2:27][C:28]([CH3:31])([CH3:30])[CH3:29])[C:9]1=[O:32].Br.BrCC1C=CN=CC=1.C(=O)([O-])[O-].[K+].[K+].C(OCC)(=O)C, predict the reaction product. The product is: [F:1][C:2]1[CH:37]=[CH:36][CH:35]=[CH:34][C:3]=1[CH2:4][NH:5][C:6](=[O:33])[CH2:7][CH:8]1[N:14]([CH2:15][C:16]2[CH:21]=[CH:20][N:19]=[CH:18][CH:17]=2)[CH2:13][C:12]2[CH:23]=[CH:24][CH:25]=[CH:26][C:11]=2[N:10]([CH2:27][C:28]([CH3:31])([CH3:30])[CH3:29])[C:9]1=[O:32]. (3) Given the reactants C(O)(=O)C.FC(F)(F)C(O)=O.[BH4-].[Na+].[CH3:14][N:15]1[CH2:20][CH2:19][N:18]([C:21]2[CH:26]=[CH:25][C:24]([CH:27](O)[C:28]#[CH:29])=[CH:23][CH:22]=2)[CH2:17][CH2:16]1, predict the reaction product. The product is: [CH3:14][N:15]1[CH2:20][CH2:19][N:18]([C:21]2[CH:26]=[CH:25][C:24]([CH2:27][C:28]#[CH:29])=[CH:23][CH:22]=2)[CH2:17][CH2:16]1. (4) The product is: [CH3:1][O:2][C:3](=[O:21])[C:4]1[C:9]([CH2:23][CH3:24])=[CH:8][C:7]([C:11]2[C:16]([CH2:17][CH3:18])=[CH:15][CH:14]=[CH:13][C:12]=2[CH2:19][CH3:20])=[N:6][CH:5]=1. Given the reactants [CH3:1][O:2][C:3](=[O:21])[C:4]1[C:9](Cl)=[CH:8][C:7]([C:11]2[C:16]([CH2:17][CH3:18])=[CH:15][CH:14]=[CH:13][C:12]=2[CH2:19][CH3:20])=[N:6][CH:5]=1.B(CC)(CC)[CH2:23][CH3:24].C([O-])([O-])=O.[Na+].[Na+].CCCCCC, predict the reaction product. (5) Given the reactants [CH:1]1([S:4]([C:7]2[CH:12]=[CH:11][C:10]([CH:13]([C:21]3[NH:25][C:24]([C:26]4[N:31]=[CH:30][C:29]([C:32]([OH:34])=O)=[CH:28][CH:27]=4)=[CH:23][CH:22]=3)[CH2:14][CH:15]3[CH2:20][CH2:19][O:18][CH2:17][CH2:16]3)=[CH:9][CH:8]=2)(=[O:6])=[O:5])[CH2:3][CH2:2]1.[NH2:35][CH2:36][C:37]([CH3:40])([OH:39])[CH3:38].Cl.CN(C)CCCN=C=NCC.ON1C2C=CC=CC=2N=N1, predict the reaction product. The product is: [CH:1]1([S:4]([C:7]2[CH:12]=[CH:11][C:10]([CH:13]([C:21]3[NH:25][C:24]([C:26]4[N:31]=[CH:30][C:29]([C:32]([NH:35][CH2:36][C:37]([OH:39])([CH3:40])[CH3:38])=[O:34])=[CH:28][CH:27]=4)=[CH:23][CH:22]=3)[CH2:14][CH:15]3[CH2:16][CH2:17][O:18][CH2:19][CH2:20]3)=[CH:9][CH:8]=2)(=[O:6])=[O:5])[CH2:2][CH2:3]1. (6) The product is: [Cl:1][C:2]1[CH:3]=[C:4]([CH:19]=[CH:20][C:21]=1[Cl:22])[O:5][CH:6]1[CH2:11][CH2:10][N:9]([CH2:12][CH:13]2[O:18][CH2:17][CH2:16][N:15]([C:40]([C:38]3[N:39]=[C:34]4[CH:33]=[CH:32][C:31]([F:30])=[CH:36][N:35]4[CH:37]=3)=[O:41])[CH2:14]2)[CH2:8][CH2:7]1. Given the reactants [Cl:1][C:2]1[CH:3]=[C:4]([CH:19]=[CH:20][C:21]=1[Cl:22])[O:5][CH:6]1[CH2:11][CH2:10][N:9]([CH2:12][CH:13]2[O:18][CH2:17][CH2:16][NH:15][CH2:14]2)[CH2:8][CH2:7]1.C(N(CC)CC)C.[F:30][C:31]1[CH:32]=[CH:33][C:34]2[N:35]([CH:37]=[C:38]([C:40](Cl)=[O:41])[N:39]=2)[CH:36]=1.C([O-])(O)=O.[Na+], predict the reaction product. (7) Given the reactants Cl[C:2]1[N:7]=[C:6]([NH:8][C:9]2[CH:14]=[CH:13][C:12]([O:15][CH3:16])=[CH:11][C:10]=2[NH:17][S:18]([CH3:21])(=[O:20])=[O:19])[C:5]([Cl:22])=[CH:4][N:3]=1.[CH3:23][O:24][C:25]1[CH:31]=[CH:30][C:29]([F:32])=[CH:28][C:26]=1[NH2:27], predict the reaction product. The product is: [Cl:22][C:5]1[C:6]([NH:8][C:9]2[CH:14]=[CH:13][C:12]([O:15][CH3:16])=[CH:11][C:10]=2[NH:17][S:18]([CH3:21])(=[O:20])=[O:19])=[N:7][C:2]([NH:27][C:26]2[CH:28]=[C:29]([F:32])[CH:30]=[CH:31][C:25]=2[O:24][CH3:23])=[N:3][CH:4]=1.